From a dataset of Full USPTO retrosynthesis dataset with 1.9M reactions from patents (1976-2016). Predict the reactants needed to synthesize the given product. (1) Given the product [CH2:1]([O:3][C:4](=[O:38])[C:5]1[CH:10]=[CH:9][CH:8]=[C:7]([N:11]2[C:15]([CH3:16])=[CH:14][CH:13]=[C:12]2[C:17]2[C:22]([Br:46])=[CH:21][CH:20]=[CH:19][C:18]=2[O:24][CH2:25][C:26]2[CH:27]=[CH:28][C:29]([CH3:32])=[CH:30][CH:31]=2)[CH:6]=1)[CH3:2], predict the reactants needed to synthesize it. The reactants are: [CH2:1]([O:3][C:4](=[O:38])[C:5]1[CH:10]=[CH:9][CH:8]=[C:7]([N:11]2[C:15]([CH3:16])=[CH:14][CH:13]=[C:12]2[C:17]2[CH:22]=[C:21](Br)[CH:20]=[CH:19][C:18]=2[O:24][CH2:25][C:26]2[CH:31]=[CH:30][C:29]([C:32]3C=CC=CC=3)=[CH:28][CH:27]=2)[CH:6]=1)[CH3:2].C([Br:46])C1C=CC=CC=1. (2) Given the product [NH2:33][C:28]1[CH:29]=[CH:30][CH:31]=[CH:32][C:27]=1[NH:34][C:2]1[CH:26]=[CH:25][C:5]2[C:6](=[O:24])[C:7]3[CH:14]=[CH:13][C:12]([O:15][CH2:16][C@H:17]4[CH2:21][O:20][C:19]([CH3:23])([CH3:22])[O:18]4)=[CH:11][C:8]=3[CH2:9][CH2:10][C:4]=2[CH:3]=1, predict the reactants needed to synthesize it. The reactants are: Cl[C:2]1[CH:26]=[CH:25][C:5]2[C:6](=[O:24])[C:7]3[CH:14]=[CH:13][C:12]([O:15][CH2:16][C@H:17]4[CH2:21][O:20][C:19]([CH3:23])([CH3:22])[O:18]4)=[CH:11][C:8]=3[CH2:9][CH2:10][C:4]=2[CH:3]=1.[C:27]1([NH2:34])[CH:32]=[CH:31][CH:30]=[CH:29][C:28]=1[NH2:33].P.O(C(C)(C)C)[Na]. (3) Given the product [F:19][C:15]1[CH:14]=[C:13]([C:3]2[S:63][C:62]([NH2:64])=[N:61][C:4]=2[C:6]2[CH:11]=[CH:10][CH:9]=[C:8]([CH3:12])[CH:7]=2)[CH:18]=[CH:17][N:16]=1, predict the reactants needed to synthesize it. The reactants are: Br.Br[CH:3]([C:13]1[CH:18]=[CH:17][N:16]=[C:15]([F:19])[CH:14]=1)[C:4]([C:6]1[CH:11]=[CH:10][CH:9]=[C:8]([CH3:12])[CH:7]=1)=O.FC1C=C(CC(C2C=CC=C(C)C=2)=O)C=CN=1.C(OC(NC1C=C(CC(C2C=CC=C(C)C=2)=O)C=CN=1)=O)(C)(C)C.[NH2:61][C:62]([NH2:64])=[S:63].C(N(CC)CC)C.C(=O)([O-])O.[Na+]. (4) Given the product [CH3:14][O:13][N:12]([CH3:11])[C:7](=[O:9])[CH2:8][CH:2]([CH3:1])[CH2:3][C:4]([OH:6])=[O:5], predict the reactants needed to synthesize it. The reactants are: [CH3:1][CH:2]1[CH2:8][C:7](=[O:9])[O:6][C:4](=[O:5])[CH2:3]1.Cl.[CH3:11][NH:12][O:13][CH3:14].N1C=CC=CC=1. (5) The reactants are: [CH:1]1([CH2:7][N:8]2[C:12]([C:13]3[N:21]4[C:16]([CH:17]=[CH:18][CH:19]=[CH:20]4)=[C:15]([S:22](=[O:29])(=[O:28])[NH:23][C:24](OC)=O)[CH:14]=3)=[CH:11][C:10]([C:30]([O:32][CH2:33][CH3:34])=[O:31])=[C:9]2[CH3:35])[CH2:6][CH2:5][CH2:4][CH2:3][CH2:2]1.Br[CH2:37][CH2:38][CH2:39][CH2:40]CBr.C([O-])([O-])=O.[K+].[K+]. Given the product [CH:1]1([CH2:7][N:8]2[C:12]([C:13]3[N:21]4[C:16]([CH:17]=[CH:18][CH:19]=[CH:20]4)=[C:15]([S:22]([N:23]4[CH2:24][CH2:40][CH2:39][CH2:38][CH2:37]4)(=[O:29])=[O:28])[CH:14]=3)=[CH:11][C:10]([C:30]([O:32][CH2:33][CH3:34])=[O:31])=[C:9]2[CH3:35])[CH2:2][CH2:3][CH2:4][CH2:5][CH2:6]1, predict the reactants needed to synthesize it. (6) Given the product [Br:44][C:34]1[CH:33]=[C:32]([C@@H:25]([NH:24][C:9](=[O:11])[CH2:8][NH:7][C:5](=[O:6])[C:4]2[CH:12]=[C:13]([NH:15][C:16]3[NH:17][CH2:18][CH:19]([OH:22])[CH2:20][N:21]=3)[CH:14]=[C:2]([OH:1])[CH:3]=2)[CH2:26][C:27]([O:29][CH2:30][CH3:31])=[O:28])[CH:37]=[C:36]([C:38]2([CH:41]([F:43])[F:42])[CH2:39][CH2:40]2)[CH:35]=1, predict the reactants needed to synthesize it. The reactants are: [OH:1][C:2]1[CH:3]=[C:4]([CH:12]=[C:13]([NH:15][C:16]2[NH:17][CH2:18][CH:19]([OH:22])[CH2:20][N:21]=2)[CH:14]=1)[C:5]([NH:7][CH2:8][C:9]([OH:11])=O)=[O:6].Cl.[NH2:24][C@H:25]([C:32]1[CH:37]=[C:36]([C:38]2([CH:41]([F:43])[F:42])[CH2:40][CH2:39]2)[CH:35]=[C:34]([Br:44])[CH:33]=1)[CH2:26][C:27]([O:29][CH2:30][CH3:31])=[O:28].O.ON1C2C=CC=CC=2N=N1.C(N=C=NC(C)C)(C)C.